This data is from Catalyst prediction with 721,799 reactions and 888 catalyst types from USPTO. The task is: Predict which catalyst facilitates the given reaction. (1) Reactant: [F:1][C:2]1([F:16])[CH2:5][CH:4]([NH:6][C:7]2[N:15]=[CH:14][CH:13]=[CH:12][C:8]=2[C:9]([OH:11])=O)[CH2:3]1.CCN=C=NCCCN(C)C.C1C=CC2N(O)N=NC=2C=1.CCN(C(C)C)C(C)C.[CH3:47][C:48]([NH2:52])([C:50]#[CH:51])[CH3:49]. Product: [F:16][C:2]1([F:1])[CH2:3][CH:4]([NH:6][C:7]2[N:15]=[CH:14][CH:13]=[CH:12][C:8]=2[C:9]([NH:52][C:48]([CH3:49])([C:50]#[CH:51])[CH3:47])=[O:11])[CH2:5]1. The catalyst class is: 2. (2) Reactant: [Br:1][C:2](=[CH2:11])[CH2:3][C:4]1[CH:9]=[CH:8][C:7]([Cl:10])=[CH:6][CH:5]=1.[OH-].[Na+].O.[CH:15]([Br:18])(Br)[Br:16]. Product: [Cl:10][C:7]1[CH:6]=[CH:5][C:4]([CH2:3][C:2]2([Br:1])[CH2:11][C:15]2([Br:18])[Br:16])=[CH:9][CH:8]=1. The catalyst class is: 689. (3) Reactant: [Sn](Cl)(Cl)(Cl)Cl.[CH3:6][O:7][C:8]([C:10]1[S:11][C:12]([C:18]#[C:19][CH:20]2[CH2:22][CH2:21]2)=[CH:13][C:14]=1[N+:15]([O-])=O)=[O:9]. Product: [CH3:6][O:7][C:8]([C:10]1[S:11][C:12]([C:18]#[C:19][CH:20]2[CH2:21][CH2:22]2)=[CH:13][C:14]=1[NH2:15])=[O:9]. The catalyst class is: 8. (4) Reactant: Br[C:2]1[CH:3]=[C:4]([C:8]([OH:17])([C:13]([F:16])([F:15])[F:14])[C:9]([F:12])([F:11])[F:10])[CH:5]=[N:6][CH:7]=1.C([Mg]Cl)(C)C.CN([CH:26]=[O:27])C. Product: [F:10][C:9]([F:12])([F:11])[C:8]([C:4]1[CH:5]=[N:6][CH:7]=[C:2]([CH:3]=1)[CH:26]=[O:27])([OH:17])[C:13]([F:16])([F:15])[F:14]. The catalyst class is: 1. (5) Reactant: [Br:1][C:2]1[CH:7]=[C:6]([C:8]([C:19]2[CH:24]=[CH:23][C:22]([Cl:25])=[CH:21][CH:20]=2)([N:13]2[CH:17]=[C:16]([Cl:18])[CH:15]=[N:14]2)[C:9]([F:12])([F:11])[F:10])[CH:5]=[C:4]([Br:26])[C:3]=1[NH:27][C:28](=[O:38])[C:29]1[CH:34]=[CH:33][CH:32]=[C:31]([N+:35]([O-])=O)[CH:30]=1.Cl. Product: [NH2:35][C:31]1[CH:30]=[C:29]([CH:34]=[CH:33][CH:32]=1)[C:28]([NH:27][C:3]1[C:2]([Br:1])=[CH:7][C:6]([C:8]([C:19]2[CH:24]=[CH:23][C:22]([Cl:25])=[CH:21][CH:20]=2)([N:13]2[CH:17]=[C:16]([Cl:18])[CH:15]=[N:14]2)[C:9]([F:10])([F:11])[F:12])=[CH:5][C:4]=1[Br:26])=[O:38]. The catalyst class is: 8. (6) Reactant: CCN(C(C)C)C(C)C.[Cl:10][C:11]1[CH:12]=[C:13]([CH:17]=[CH:18][CH:19]=1)[C:14]([OH:16])=O.Cl.[NH2:21][CH:22]1[CH2:27][CH:26]([C:28]2[CH:33]=[CH:32][C:31]([C:34]([F:37])([F:36])[F:35])=[CH:30][CH:29]=2)[CH2:25][N:24]([C:38]([N:40]2[CH2:49][CH2:48][C:43]3([O:47][CH2:46][CH2:45][O:44]3)[CH2:42][CH2:41]2)=[O:39])[CH2:23]1.CN(C(ON1N=NC2C=CC=NC1=2)=[N+](C)C)C.F[P-](F)(F)(F)(F)F. Product: [Cl:10][C:11]1[CH:12]=[C:13]([C:14]([NH:21][CH:22]2[CH2:27][CH:26]([C:28]3[CH:33]=[CH:32][C:31]([C:34]([F:36])([F:37])[F:35])=[CH:30][CH:29]=3)[CH2:25][N:24]([C:38]([N:40]3[CH2:41][CH2:42][C:43]4([O:47][CH2:46][CH2:45][O:44]4)[CH2:48][CH2:49]3)=[O:39])[CH2:23]2)=[O:16])[CH:17]=[CH:18][CH:19]=1. The catalyst class is: 3. (7) Reactant: [ClH:1].C(OC([NH:9][CH2:10][C@H:11]1[CH2:16][CH2:15][C@H:14]([C:17]([NH:19][C@H:20]([C:51](=[O:64])[NH:52][C:53]2[CH:58]=[CH:57][C:56]([C:59]3[NH:63][N:62]=[N:61][N:60]=3)=[CH:55][CH:54]=2)[CH2:21][C:22]2[CH:23]=[C:24]([C:28]3[C:33]([CH3:34])=[CH:32][CH:31]=[C:30]([C:35]([NH:37][CH:38]4[CH:43]5[CH:39]4[CH2:40][N:41](C(OC(C)(C)C)=O)[CH2:42]5)=[O:36])[CH:29]=3)[CH:25]=[CH:26][CH:27]=2)=[O:18])[CH2:13][CH2:12]1)=O)(C)(C)C.C(#N)C. Product: [ClH:1].[NH2:9][CH2:10][C@H:11]1[CH2:12][CH2:13][C@H:14]([C:17]([NH:19][C@H:20]([C:51](=[O:64])[NH:52][C:53]2[CH:58]=[CH:57][C:56]([C:59]3[NH:63][N:62]=[N:61][N:60]=3)=[CH:55][CH:54]=2)[CH2:21][C:22]2[CH:23]=[C:24]([C:28]3[C:33]([CH3:34])=[CH:32][CH:31]=[C:30]([C:35]([NH:37][CH:38]4[CH:39]5[CH:43]4[CH2:42][NH:41][CH2:40]5)=[O:36])[CH:29]=3)[CH:25]=[CH:26][CH:27]=2)=[O:18])[CH2:15][CH2:16]1. The catalyst class is: 12.